From a dataset of Forward reaction prediction with 1.9M reactions from USPTO patents (1976-2016). Predict the product of the given reaction. Given the reactants Cl.[C:2]([C:6]1[CH:11]=[CH:10][N:9]=[C:8]([C:12]([OH:14])=O)[CH:7]=1)([CH3:5])([CH3:4])[CH3:3].C[N:16]1[CH2:21][CH2:20][O:19][CH2:18][CH2:17]1.C1COCC1.N1CCOCC1, predict the reaction product. The product is: [C:2]([C:6]1[CH:11]=[CH:10][N:9]=[C:8]([C:12]([N:16]2[CH2:21][CH2:20][O:19][CH2:18][CH2:17]2)=[O:14])[CH:7]=1)([CH3:3])([CH3:4])[CH3:5].